Task: Regression. Given two drug SMILES strings and cell line genomic features, predict the synergy score measuring deviation from expected non-interaction effect.. Dataset: NCI-60 drug combinations with 297,098 pairs across 59 cell lines (1) Drug 1: CS(=O)(=O)C1=CC(=C(C=C1)C(=O)NC2=CC(=C(C=C2)Cl)C3=CC=CC=N3)Cl. Drug 2: CC1CCC2CC(C(=CC=CC=CC(CC(C(=O)C(C(C(=CC(C(=O)CC(OC(=O)C3CCCCN3C(=O)C(=O)C1(O2)O)C(C)CC4CCC(C(C4)OC)O)C)C)O)OC)C)C)C)OC. Cell line: SR. Synergy scores: CSS=52.8, Synergy_ZIP=11.2, Synergy_Bliss=7.46, Synergy_Loewe=-6.43, Synergy_HSA=11.4. (2) Drug 1: COC1=C(C=C2C(=C1)N=CN=C2NC3=CC(=C(C=C3)F)Cl)OCCCN4CCOCC4. Drug 2: CC1CCC2CC(C(=CC=CC=CC(CC(C(=O)C(C(C(=CC(C(=O)CC(OC(=O)C3CCCCN3C(=O)C(=O)C1(O2)O)C(C)CC4CCC(C(C4)OC)O)C)C)O)OC)C)C)C)OC. Cell line: SK-MEL-28. Synergy scores: CSS=26.3, Synergy_ZIP=-0.852, Synergy_Bliss=-0.417, Synergy_Loewe=5.00, Synergy_HSA=5.49. (3) Drug 1: C1CC(=O)NC(=O)C1N2CC3=C(C2=O)C=CC=C3N. Drug 2: C(CC(=O)O)C(=O)CN.Cl. Cell line: A498. Synergy scores: CSS=8.33, Synergy_ZIP=-3.39, Synergy_Bliss=0.179, Synergy_Loewe=0.639, Synergy_HSA=0.648. (4) Drug 1: CC1OCC2C(O1)C(C(C(O2)OC3C4COC(=O)C4C(C5=CC6=C(C=C35)OCO6)C7=CC(=C(C(=C7)OC)O)OC)O)O. Drug 2: C1CN(CCN1C(=O)CCBr)C(=O)CCBr. Cell line: SK-MEL-5. Synergy scores: CSS=19.2, Synergy_ZIP=-5.34, Synergy_Bliss=2.62, Synergy_Loewe=-6.10, Synergy_HSA=1.09. (5) Drug 1: C1=CC(=C2C(=C1NCCNCCO)C(=O)C3=C(C=CC(=C3C2=O)O)O)NCCNCCO. Drug 2: C1=CC(=CC=C1C#N)C(C2=CC=C(C=C2)C#N)N3C=NC=N3. Cell line: ACHN. Synergy scores: CSS=35.2, Synergy_ZIP=-3.09, Synergy_Bliss=-7.54, Synergy_Loewe=-38.6, Synergy_HSA=-5.94.